This data is from Forward reaction prediction with 1.9M reactions from USPTO patents (1976-2016). The task is: Predict the product of the given reaction. (1) Given the reactants C1(S([N:10]2[C:18]3[C:13](=[CH:14][C:15]([C:19]4[CH:24]=[CH:23][CH:22]=[CH:21][N:20]=4)=[CH:16][CH:17]=3)[CH:12]=[C:11]2[CH2:25][C:26]([OH:45])([CH2:31][C:32]([C:35]2[C:43]3[O:42][CH2:41][CH2:40][C:39]=3[CH:38]=[C:37]([Cl:44])[CH:36]=2)([CH3:34])[CH3:33])[C:27]([F:30])([F:29])[F:28])(=O)=O)C=CC=CC=1, predict the reaction product. The product is: [Cl:44][C:37]1[CH:36]=[C:35]([C:32]([CH3:34])([CH3:33])[CH2:31][C:26]([CH2:25][C:11]2[NH:10][C:18]3[C:13]([CH:12]=2)=[CH:14][C:15]([C:19]2[CH:24]=[CH:23][CH:22]=[CH:21][N:20]=2)=[CH:16][CH:17]=3)([OH:45])[C:27]([F:29])([F:28])[F:30])[C:43]2[O:42][CH2:41][CH2:40][C:39]=2[CH:38]=1. (2) Given the reactants CC[O:3][C:4]([CH:6]1[C:11](=O)[CH2:10][CH2:9][CH2:8][CH2:7]1)=O.[CH3:13][S:14][C:15](=[NH:17])[NH2:16].C(=O)([O-])[O-].[Na+].[Na+], predict the reaction product. The product is: [CH3:13][S:14][C:15]1[N:17]=[C:4]([OH:3])[C:6]2[CH2:7][CH2:8][CH2:9][CH2:10][C:11]=2[N:16]=1. (3) The product is: [OH:8][C:9]1[CH:14]=[CH:13][C:12]([C:15]2[CH:19]=[C:18]([C:20]3[CH:25]=[CH:24][CH:23]=[CH:22][CH:21]=3)[NH:17][C:16]=2[C:26]([NH:28][CH2:29][CH2:30][CH2:31][CH2:32][CH2:33][C:34]([O:36][CH3:37])=[O:35])=[O:27])=[CH:11][CH:10]=1. Given the reactants C([O:8][C:9]1[CH:14]=[CH:13][C:12]([C:15]2[CH:19]=[C:18]([C:20]3[CH:25]=[CH:24][CH:23]=[CH:22][CH:21]=3)[NH:17][C:16]=2[C:26]([NH:28][CH2:29][CH2:30][CH2:31][CH2:32][CH2:33][C:34]([O:36][CH3:37])=[O:35])=[O:27])=[CH:11][CH:10]=1)C1C=CC=CC=1, predict the reaction product. (4) Given the reactants [F:1][C:2]1[CH:3]=[C:4]([N+:21]([O-])=O)[C:5]([C:12](=[O:20])[CH2:13][C:14]2[N:18]([CH3:19])[N:17]=[CH:16][N:15]=2)=[C:6]([CH:11]=1)[C:7]([O:9][CH3:10])=[O:8].C([O-])=O.[NH4+], predict the reaction product. The product is: [NH2:21][C:4]1[C:5]([C:12](=[O:20])[CH2:13][C:14]2[N:18]([CH3:19])[N:17]=[CH:16][N:15]=2)=[C:6]([CH:11]=[C:2]([F:1])[CH:3]=1)[C:7]([O:9][CH3:10])=[O:8].